This data is from Peptide-MHC class II binding affinity with 134,281 pairs from IEDB. The task is: Regression. Given a peptide amino acid sequence and an MHC pseudo amino acid sequence, predict their binding affinity value. This is MHC class II binding data. (1) The peptide sequence is SQDLELSWNTNGLQAY. The MHC is HLA-DQA10101-DQB10501 with pseudo-sequence HLA-DQA10101-DQB10501. The binding affinity (normalized) is 0.589. (2) The binding affinity (normalized) is 0.573. The peptide sequence is GLLSYVIGLLPQNMV. The MHC is DRB1_0405 with pseudo-sequence DRB1_0405.